From a dataset of Forward reaction prediction with 1.9M reactions from USPTO patents (1976-2016). Predict the product of the given reaction. (1) Given the reactants [F:1][C:2]1[CH:3]=[C:4]([C:12]2[C:13]3[CH2:20][CH2:19][CH:18]([CH2:21][C:22]([OH:24])=[O:23])[C:14]=3[CH:15]=[N:16][CH:17]=2)[CH:5]=[CH:6][C:7]=1[C:8]([F:11])([F:10])[F:9].F[C:26]1C=C(C2C3C(CC(O)=O)CCC=3C=NC=2)C=C[C:31]=1C(F)(F)F.C(N(CC)C(C)C)(C)C.CN(C(ON1N=NC2C=CC=NC1=2)=[N+](C)C)C.F[P-](F)(F)(F)(F)F, predict the reaction product. The product is: [F:1][C:2]1[CH:3]=[C:4]([C:12]2[C:13]3[CH2:20][CH2:19][CH:18]([CH2:21][C:22]([O:24][CH2:26][CH3:31])=[O:23])[C:14]=3[CH:15]=[N:16][CH:17]=2)[CH:5]=[CH:6][C:7]=1[C:8]([F:10])([F:9])[F:11]. (2) Given the reactants Br[CH2:2][C:3]([C:5]1[CH:10]=[CH:9][CH:8]=[CH:7][CH:6]=1)=[O:4].C(=O)([O-])[O-].[K+].[K+].[C:17]1([SH:23])[CH:22]=[CH:21][CH:20]=[CH:19][CH:18]=1, predict the reaction product. The product is: [C:5]1([C:3](=[O:4])[CH2:2][S:23][C:17]2[CH:22]=[CH:21][CH:20]=[CH:19][CH:18]=2)[CH:10]=[CH:9][CH:8]=[CH:7][CH:6]=1. (3) Given the reactants [CH3:1][O:2][S:3]([O-:6])(=[O:5])=[O:4].[Na+].[CH3:8][N:9]([C:11]([N:14]([CH3:16])[CH3:15])(Cl)[Cl:12])[CH3:10], predict the reaction product. The product is: [CH3:1][O:2][S:3]([O-:6])(=[O:5])=[O:4].[CH3:8][N:9]([C+:11]([N:14]([CH3:16])[CH3:15])[Cl:12])[CH3:10]. (4) Given the reactants [CH2:1]([O:3][C:4](=[O:28])[CH2:5][C:6]1[CH:11]=[CH:10][C:9]([O:12][CH3:13])=[C:8]([O:14][C:15]2[CH:20]=[CH:19][C:18]([NH2:21])=[CH:17][C:16]=2[CH2:22][S:23][C:24]([CH3:27])([CH3:26])[CH3:25])[CH:7]=1)[CH3:2].[Cl:29][C:30]1[CH:38]=[C:37]([Cl:39])[CH:36]=[CH:35][C:31]=1[C:32](Cl)=[O:33], predict the reaction product. The product is: [CH2:1]([O:3][C:4](=[O:28])[CH2:5][C:6]1[CH:11]=[CH:10][C:9]([O:12][CH3:13])=[C:8]([O:14][C:15]2[CH:20]=[CH:19][C:18]([NH:21][C:32](=[O:33])[C:31]3[CH:35]=[CH:36][C:37]([Cl:39])=[CH:38][C:30]=3[Cl:29])=[CH:17][C:16]=2[CH2:22][S:23][C:24]([CH3:27])([CH3:26])[CH3:25])[CH:7]=1)[CH3:2]. (5) Given the reactants O[C:2]1[CH:11]=[CH:10][C:9]2[CH2:12][CH2:13][CH2:14][CH2:15][N:7]3[C:8]=2[C:3]=1[C:4](=O)[CH2:5][CH2:6]3.C[O:18]C1C=CC=C2C=1CCCC2=O, predict the reaction product. The product is: [OH:18][C:10]1[C:9]2[CH2:12][CH2:13][CH2:14][CH2:15][N:7]3[C:8]=2[C:3]([CH2:4][CH2:5][CH2:6]3)=[CH:2][CH:11]=1. (6) The product is: [CH2:6]([NH:5][C:3](=[O:4])[C@@H:2]([NH:1][S:36][C:31]1[C:30]([N+:27]([O-:29])=[O:28])=[CH:35][CH:34]=[CH:33][N:32]=1)[CH2:13][S:14][S:15][C:16]([CH3:19])([CH3:18])[CH3:17])[C:7]1[CH:8]=[CH:9][CH:10]=[CH:11][CH:12]=1. Given the reactants [NH2:1][C@@H:2]([CH2:13][S:14][S:15][C:16]([CH3:19])([CH3:18])[CH3:17])[C:3]([NH:5][CH2:6][C:7]1[CH:12]=[CH:11][CH:10]=[CH:9][CH:8]=1)=[O:4].C(N(CC)CC)C.[N+:27]([C:30]1[C:31]([S:36]Cl)=[N:32][CH:33]=[CH:34][CH:35]=1)([O-:29])=[O:28], predict the reaction product.